From a dataset of Catalyst prediction with 721,799 reactions and 888 catalyst types from USPTO. Predict which catalyst facilitates the given reaction. (1) Reactant: [OH:1][CH2:2][CH2:3][CH2:4][CH2:5][CH2:6][CH2:7][C@H:8]([NH:29][C:30](=[O:44])[CH2:31][C:32]1[C:40]2[C:35](=[CH:36][CH:37]=[C:38]([O:41][CH3:42])[CH:39]=2)[NH:34][C:33]=1[CH3:43])[C:9]([NH:11][CH2:12][CH2:13][C:14]1[C:22]2[C:17](=[CH:18][CH:19]=[CH:20][CH:21]=2)[NH:16][C:15]=1[C:23]1[CH:28]=[CH:27][CH:26]=[CH:25][CH:24]=1)=[O:10].CCN(CC)CC. Product: [CH3:42][O:41][C:38]1[CH:39]=[C:40]2[C:35](=[CH:36][CH:37]=1)[NH:34][C:33]([CH3:43])=[C:32]2[CH2:31][C:30]([NH:29][C@@H:8]([CH2:7][CH2:6][CH2:5][CH2:4][CH2:3][CH:2]=[O:1])[C:9]([NH:11][CH2:12][CH2:13][C:14]1[C:22]2[C:17](=[CH:18][CH:19]=[CH:20][CH:21]=2)[NH:16][C:15]=1[C:23]1[CH:28]=[CH:27][CH:26]=[CH:25][CH:24]=1)=[O:10])=[O:44]. The catalyst class is: 583. (2) Reactant: [CH3:1][CH:2]([CH3:17])[CH2:3][N:4]1[C:16]2[C:15]3[CH:14]=[CH:13][CH:12]=[CH:11][C:10]=3[N:9]=[CH:8][C:7]=2[N:6]=[CH:5]1.C([Li])CCC.[CH:23](=[O:30])[C:24]1[CH:29]=[CH:28][CH:27]=[CH:26][CH:25]=1. Product: [CH3:1][CH:2]([CH3:17])[CH2:3][N:4]1[C:16]2[C:15]3[CH:14]=[CH:13][CH:12]=[CH:11][C:10]=3[N:9]=[CH:8][C:7]=2[N:6]=[C:5]1[CH:23]([C:24]1[CH:29]=[CH:28][CH:27]=[CH:26][CH:25]=1)[OH:30]. The catalyst class is: 7. (3) Reactant: [C:1]([O:5][C:6](=[O:28])[NH:7][CH2:8][C:9]1[CH:14]=[C:13]([O:15][C:16]2[CH:21]=[C:20]([CH3:22])[CH:19]=[C:18]([O:23][CH3:24])[CH:17]=2)[CH:12]=[CH:11][C:10]=1[N+:25]([O-])=O)([CH3:4])([CH3:3])[CH3:2].[Cl-].[NH4+].C(O)C. Product: [C:1]([O:5][C:6](=[O:28])[NH:7][CH2:8][C:9]1[CH:14]=[C:13]([O:15][C:16]2[CH:21]=[C:20]([CH3:22])[CH:19]=[C:18]([O:23][CH3:24])[CH:17]=2)[CH:12]=[CH:11][C:10]=1[NH2:25])([CH3:4])([CH3:2])[CH3:3]. The catalyst class is: 150. (4) Reactant: C(OC(=O)[NH:7][C:8]1[CH:13]=[C:12]([C:14]([CH3:17])([CH3:16])[CH3:15])[CH:11]=[C:10]([NH:18]C(=O)OC(C)(C)C)[CH:9]=1)(C)(C)C.C(O)(C(F)(F)F)=O. Product: [C:14]([C:12]1[CH:13]=[C:8]([NH2:7])[CH:9]=[C:10]([NH2:18])[CH:11]=1)([CH3:17])([CH3:15])[CH3:16]. The catalyst class is: 2. (5) Reactant: [F:1][C:2]1[CH:7]=[CH:6][C:5]([F:8])=[CH:4][C:3]=1[C@H:9]1[CH2:13][CH2:12][CH2:11][N:10]1[C:14]1[CH:19]=[CH:18][N:17]2[N:20]=[CH:21][C:22](/[CH:23]=[CH:24]/[C:25]([N:27]3[CH2:32][CH2:31][NH:30][CH2:29][CH2:28]3)=[O:26])=[C:16]2[N:15]=1.[CH3:33][C:34]([CH3:36])=O.C([BH3-])#N.[Na+].[OH-].[Na+]. Product: [F:1][C:2]1[CH:7]=[CH:6][C:5]([F:8])=[CH:4][C:3]=1[C@H:9]1[CH2:13][CH2:12][CH2:11][N:10]1[C:14]1[CH:19]=[CH:18][N:17]2[N:20]=[CH:21][C:22](/[CH:23]=[CH:24]/[C:25]([N:27]3[CH2:28][CH2:29][N:30]([CH:34]([CH3:36])[CH3:33])[CH2:31][CH2:32]3)=[O:26])=[C:16]2[N:15]=1. The catalyst class is: 5. (6) Reactant: [CH3:1][C:2]1[S:6][C:5]([C:7]2[CH:12]=[CH:11][N:10]=[N:9][CH:8]=2)=[N:4][C:3]=1[OH:13].[H-].[Na+].C1C=CC(N([S:23]([C:26]([F:29])([F:28])[F:27])(=[O:25])=[O:24])[S:23]([C:26]([F:29])([F:28])[F:27])(=[O:25])=[O:24])=CC=1.O. Product: [CH3:1][C:2]1[S:6][C:5]([C:7]2[CH:12]=[CH:11][N:10]=[N:9][CH:8]=2)=[N:4][C:3]=1[O:13][S:23]([C:26]([F:29])([F:28])[F:27])(=[O:25])=[O:24]. The catalyst class is: 1. (7) Reactant: C([N:8]1[CH2:13][CH2:12][C:11]2([N:17]3[N:18]=[C:19]([C:24]4[CH:29]=[CH:28][C:27]([O:30][C:31]5[CH:36]=[CH:35][CH:34]=[CH:33][CH:32]=5)=[CH:26][CH:25]=4)[C:20]([C:21]([NH2:23])=[O:22])=[C:16]3[NH:15][C:14]2=[O:37])[CH2:10][CH2:9]1)C1C=CC=CC=1. Product: [O:37]=[C:14]1[C:11]2([CH2:12][CH2:13][NH:8][CH2:9][CH2:10]2)[N:17]2[N:18]=[C:19]([C:24]3[CH:29]=[CH:28][C:27]([O:30][C:31]4[CH:36]=[CH:35][CH:34]=[CH:33][CH:32]=4)=[CH:26][CH:25]=3)[C:20]([C:21]([NH2:23])=[O:22])=[C:16]2[NH:15]1. The catalyst class is: 105.